From a dataset of Experimentally validated miRNA-target interactions with 360,000+ pairs, plus equal number of negative samples. Binary Classification. Given a miRNA mature sequence and a target amino acid sequence, predict their likelihood of interaction. (1) The miRNA is hsa-miR-3175 with sequence CGGGGAGAGAACGCAGUGACGU. The protein sequence of the target gene is MKNRLGTWWVAILCMLLASHLSTVKARGIKHRFKWNRKVLPSSGGQITEARVAENRPGAFIKQGRKLDIDFGAEGNRYYAANYWQFPDGIYYEGCSEANVTKEMLVTSCVNATQAANQAEFSREKQDSKLHQRVLWRLIKEICSAKHCDFWLERGAALRVAVDQPAMVCLLGFVWFIVK. Result: 0 (no interaction). (2) The miRNA is mmu-miR-324-3p with sequence CCACUGCCCCAGGUGCUGCU. The protein sequence of the target gene is MAERGRLGLPGAPGALNTPVPMNLFATWEVDGSSPSCVPRLCSLTLKKLAVLRELEKELLSVVIAVKMQYPHFLKREGNKLQIMLQRRKRYKNRTILGYKTLAAGSINMAEVMQHPSEGGQVLSLCSSIKEASVKVAEIWIVSLSSQPIDHEDSAMQAGPKTKSTDNYSEEEYESFSSEQEASDDAVQGQDLDEDDFDVGKPKKQRRSIVRTTSMTRQQNFKQKVVALLRRFKVSEEVLDSEQDPAEHVPEVEEDLDLLYDTLDVENPSDSGPDMDDDDSVLSTPKPKLRPYFEGLSHSS.... Result: 1 (interaction). (3) The miRNA is mmu-miR-133a-3p with sequence UUUGGUCCCCUUCAACCAGCUG. The protein sequence of the target gene is MGPLMVLFCLLFLYPGLADSAPSCPQNVNISGGTFTLSHGWAPGSLLTYSCPQGLYPSPASRLCKSSGQWQTPGATRSLSKAVCKPVRCPAPVSFENGIYTPRLGSYPVGGNVSFECEDGFILRGSPVRQCRPNGMWDGETAVCDNGAGHCPNPGISLGAVRTGFRFGHGDKVRYRCSSNLVLTGSSERECQGNGVWSGTEPICRQPYSYDFPEDVAPALGTSFSHMLGATNPTQKTKESLGRKIQIQRSGHLNLYLLLDCSQSVSENDFLIFKESASLMVDRIFSFEINVSVAIITFAS.... Result: 0 (no interaction). (4) The miRNA is hsa-miR-3117-5p with sequence AGACACUAUACGAGUCAUAU. The protein sequence of the target gene is MAFTFAAFCYMLALLLTAALIFFAIWHIIAFDELKTDYKNPIDQCNTLNPLVLPEYLIHAFFCVMFLCAAEWLTLGLNMPLLAYHIWRYMSRPVMSGPGLYDPTTIMNADILAYCQKEGWCKLAFYLLAFFYYLYGMIYVLVSS. Result: 0 (no interaction). (5) The miRNA is mmu-miR-1199-5p with sequence UCUGAGUCCCGGUCGCGCGG. The protein sequence of the target gene is MAALTDFAFMYRWFKNCNLVKNLSEKYVFITGCDSGFGNLLAKQLVDRGMKVLAACLTEEGAQKLLQDTSHQLQTFLLDVTKSENVKEAAQWVRDQVGEQGLWALVNNAGVGLPSGPNEWLTIKDFVKVININLVGLIDVTLNMLPMIKKARGRVVNMSSSGGRVAIFGGGYCVSKFGVEAFSDSIRRELHFFGVKVSIIEPGNYKTSILGQEALESRMKKLWDRLPQETRDSYGEEYFQTYTKKLVNLMRSAEPRISDVTNSMEHAIVSRSPRIRYNPGLDVKFLYLTLAKLPTPVTDF.... Result: 1 (interaction).